Dataset: Full USPTO retrosynthesis dataset with 1.9M reactions from patents (1976-2016). Task: Predict the reactants needed to synthesize the given product. (1) Given the product [N:1]1[CH:6]=[CH:5][C:4]([C:7]2[C:15]3[C:10](=[CH:11][CH:12]=[C:13]([C:16]([O-:18])=[O:17])[CH:14]=3)[NH:9][N:8]=2)=[CH:3][CH:2]=1.[K+:21], predict the reactants needed to synthesize it. The reactants are: [N:1]1[CH:6]=[CH:5][C:4]([C:7]2[C:15]3[C:10](=[CH:11][CH:12]=[C:13]([C:16]([O:18]C)=[O:17])[CH:14]=3)[NH:9][N:8]=2)=[CH:3][CH:2]=1.[OH-].[K+:21].CO.O. (2) Given the product [Cl:1][C:2]1[CH:3]=[CH:4][C:5]([CH:8]2[C:9]3[C:10](=[N:11][N:12]([CH:14]4[CH2:15][CH2:16]4)[CH:13]=3)[C:17](=[O:19])[N:20]2[C:21]2[CH:26]=[C:25]([CH3:27])[C:24](=[O:28])[N:23]([CH3:29])[CH:22]=2)=[CH:6][CH:7]=1, predict the reactants needed to synthesize it. The reactants are: [Cl:1][C:2]1[CH:7]=[CH:6][C:5]([CH:8]([NH:20][C:21]2[CH:26]=[C:25]([CH3:27])[C:24](=[O:28])[N:23]([CH3:29])[CH:22]=2)[C:9]2[C:10]([C:17]([OH:19])=O)=[N:11][N:12]([CH:14]3[CH2:16][CH2:15]3)[CH:13]=2)=[CH:4][CH:3]=1.